From a dataset of Catalyst prediction with 721,799 reactions and 888 catalyst types from USPTO. Predict which catalyst facilitates the given reaction. (1) Reactant: [CH3:1][O:2][C:3](=[O:22])[C@H:4]([OH:21])[CH2:5][NH:6][C:7]1[CH:8]=[C:9]2[C:13](=[C:14]([F:16])[CH:15]=1)[N:12]([CH2:17][CH2:18][CH3:19])[C:11](=[O:20])[CH2:10]2.[C:23](OCC)(=[O:25])C. Product: [CH3:1][O:2][C:3]([C@@H:4]1[O:21][C:23](=[O:25])[N:6]([C:7]2[CH:8]=[C:9]3[C:13](=[C:14]([F:16])[CH:15]=2)[N:12]([CH2:17][CH2:18][CH3:19])[C:11](=[O:20])[CH2:10]3)[CH2:5]1)=[O:22]. The catalyst class is: 10. (2) Reactant: C[N:2](C)/[CH:3]=[CH:4]\[C:5]([C:7]1[CH:8]=[C:9]([CH:14]=[CH:15][N:16]=1)[C:10]([O:12]C)=[O:11])=O.O.[NH2:19]N. Product: [NH:2]1[CH:3]=[CH:4][C:5]([C:7]2[CH:8]=[C:9]([CH:14]=[CH:15][N:16]=2)[C:10]([OH:12])=[O:11])=[N:19]1. The catalyst class is: 8. (3) Reactant: [C:1]([C:3]1[CH:4]=[C:5]([CH:9]=[C:10]([F:12])[CH:11]=1)[C:6]([OH:8])=[O:7])#[N:2].[CH3:13][Si](C=[N+]=[N-])(C)C. Product: [C:1]([C:3]1[CH:4]=[C:5]([CH:9]=[C:10]([F:12])[CH:11]=1)[C:6]([O:8][CH3:13])=[O:7])#[N:2]. The catalyst class is: 98. (4) Reactant: [C:1]1([CH2:7][CH2:8][CH:9]=O)[CH:6]=[CH:5][CH:4]=[CH:3][CH:2]=1.[CH:11]1([NH:17][OH:18])[CH2:16][CH2:15][CH2:14][CH2:13][CH2:12]1.CC1C=CC(S(O)(=O)=O)=CC=1. Product: [CH:11]1([N+:17]([O-:18])=[CH:9][CH2:8][CH2:7][C:1]2[CH:6]=[CH:5][CH:4]=[CH:3][CH:2]=2)[CH2:16][CH2:15][CH2:14][CH2:13][CH2:12]1. The catalyst class is: 22. (5) Reactant: [CH3:1][O:2][C:3]1[CH:8]=[CH:7][C:6]([N:9]=[C:10]=[O:11])=[CH:5][CH:4]=1.[N:12]1[CH:17]=[CH:16][CH:15]=[C:14]([CH2:18][OH:19])[CH:13]=1. Product: [N:12]1[CH:17]=[CH:16][CH:15]=[C:14]([CH2:18][O:19][C:10](=[O:11])[NH:9][C:6]2[CH:5]=[CH:4][C:3]([O:2][CH3:1])=[CH:8][CH:7]=2)[CH:13]=1. The catalyst class is: 11. (6) Reactant: [OH:1][CH2:2][CH2:3][C:4]1[N:13]=[C:12]2[C:7]([CH:8]([CH3:21])[CH2:9][CH2:10][N:11]2C(OC(C)(C)C)=O)=[CH:6][CH:5]=1.[Cl:22][C:23]1[CH:44]=[CH:43][CH:42]=[C:41]([Cl:45])[C:24]=1[C:25]([NH:27][C@H:28]([C:37]([O:39][CH3:40])=[O:38])[CH2:29][C:30]1[CH:35]=[CH:34][C:33](O)=[CH:32][CH:31]=1)=[O:26].C1(P(C2C=CC=CC=2)C2C=CC=CC=2)C=CC=CC=1.C1CCN(C(N=NC(N2CCCCC2)=O)=O)CC1.C(O)(C(F)(F)F)=O. Product: [Cl:22][C:23]1[CH:44]=[CH:43][CH:42]=[C:41]([Cl:45])[C:24]=1[C:25]([NH:27][C@H:28]([C:37]([O:39][CH3:40])=[O:38])[CH2:29][C:30]1[CH:31]=[CH:32][C:33]([O:1][CH2:2][CH2:3][C:4]2[CH:5]=[CH:6][C:7]3[CH:8]([CH3:21])[CH2:9][CH2:10][NH:11][C:12]=3[N:13]=2)=[CH:34][CH:35]=1)=[O:26]. The catalyst class is: 2. (7) Reactant: [C:9](O[C:9]([O:11][C:12]([CH3:15])([CH3:14])[CH3:13])=[O:10])([O:11][C:12]([CH3:15])([CH3:14])[CH3:13])=[O:10].[NH2:16][C@@:17]1([C:25]2[CH:30]=[CH:29][CH:28]=[CH:27][C:26]=2[F:31])[CH2:21][O:20][C@H:19]([CH3:22])[C@H:18]1[CH2:23][OH:24].C(N(CC)CC)C. Product: [F:31][C:26]1[CH:27]=[CH:28][CH:29]=[CH:30][C:25]=1[C@@:17]1([NH:16][C:9](=[O:10])[O:11][C:12]([CH3:13])([CH3:14])[CH3:15])[C@H:18]([CH2:23][OH:24])[C@@H:19]([CH3:22])[O:20][CH2:21]1. The catalyst class is: 1. (8) Reactant: [Cl:1][C:2]1[CH:7]=[C:6]([CH2:8][S:9]([CH3:11])=[O:10])[CH:5]=[C:4]([CH:12]([F:14])[F:13])[N:3]=1.ClC1C=CC=C(C(OO)=[O:23])C=1. Product: [Cl:1][C:2]1[CH:7]=[C:6]([CH2:8][S:9]([CH3:11])(=[O:23])=[O:10])[CH:5]=[C:4]([CH:12]([F:14])[F:13])[N:3]=1. The catalyst class is: 2. (9) Reactant: [Cl:1][C:2]1[CH:33]=[CH:32][CH:31]=[C:30]([C:34]([F:37])([F:36])[F:35])[C:3]=1[C:4]([N:6]1[C:14]2[C:9](=[CH:10][CH:11]=[C:12]([N:15]([CH3:19])[C:16](=[O:18])[CH3:17])[CH:13]=2)[C:8]([C:20]2[CH:28]=[CH:27][C:23]([C:24]([O-:26])=[O:25])=[CH:22][C:21]=2[F:29])=[N:7]1)=[O:5].O[Li].O. Product: [Cl:1][C:2]1[CH:33]=[CH:32][CH:31]=[C:30]([C:34]([F:36])([F:37])[F:35])[C:3]=1[C:4]([N:6]1[C:14]2[C:9](=[CH:10][CH:11]=[C:12]([N:15]([CH3:19])[C:16](=[O:18])[CH3:17])[CH:13]=2)[C:8]([C:20]2[CH:28]=[CH:27][C:23]([C:24]([OH:26])=[O:25])=[CH:22][C:21]=2[F:29])=[N:7]1)=[O:5]. The catalyst class is: 20. (10) Product: [CH3:1][N:2]([CH3:7])[CH2:3][C:4]([N:39]1[CH2:44][CH2:43][CH2:42][CH:41]([C:45]2[CH:50]=[CH:49][C:48]([C:51]3[O:52][C:53]4[C:59]([C:60]([NH2:62])=[O:61])=[CH:58][CH:57]=[CH:56][C:54]=4[N:55]=3)=[CH:47][CH:46]=2)[CH2:40]1)=[O:5]. The catalyst class is: 384. Reactant: [CH3:1][N:2]([CH3:7])[CH2:3][C:4](O)=[O:5].Cl.C(N=C=NCCCN(C)C)C.ON1C2C=CC=CC=2N=N1.C(N(C(C)C)CC)(C)C.[NH:39]1[CH2:44][CH2:43][CH2:42][CH:41]([C:45]2[CH:50]=[CH:49][C:48]([C:51]3[O:52][C:53]4[C:59]([C:60]([NH2:62])=[O:61])=[CH:58][CH:57]=[CH:56][C:54]=4[N:55]=3)=[CH:47][CH:46]=2)[CH2:40]1.